Dataset: Reaction yield outcomes from USPTO patents with 853,638 reactions. Task: Predict the reaction yield, written as a fraction of the theoretical maximum amount of product (1.0 means a 100% yield; for example, 0.34 means a 34% yield). (1) The reactants are [NH2:1][C:2]1[C:13]([Br:14])=[CH:12][C:5]2[C:6]([C:9](O)=[O:10])=[CH:7][O:8][C:4]=2[CH:3]=1.C[CH2:16][N:17]=C=NCCCN(C)C.C1C=CC2N(O)N=NC=2C=1.CCN(CC)CC.CN.Cl. The catalyst is CN(C=O)C. The product is [NH2:1][C:2]1[C:13]([Br:14])=[CH:12][C:5]2[C:6]([C:9]([NH:17][CH3:16])=[O:10])=[CH:7][O:8][C:4]=2[CH:3]=1. The yield is 0.710. (2) No catalyst specified. The product is [C:1]([O:5][C:6]([N:8]1[CH2:12][CH2:11][C:10]([P:14](=[O:21])([O:18][CH2:19][CH3:20])[O:15][CH2:16][CH3:17])([OH:13])[CH2:9]1)=[O:7])([CH3:4])([CH3:2])[CH3:3]. The reactants are [C:1]([O:5][C:6]([N:8]1[CH2:12][CH2:11][C:10](=[O:13])[CH2:9]1)=[O:7])([CH3:4])([CH3:3])[CH3:2].[P:14]([O-:21])([O:18][CH2:19][CH3:20])[O:15][CH2:16][CH3:17]. The yield is 0.530.